The task is: Predict the reactants needed to synthesize the given product.. This data is from Full USPTO retrosynthesis dataset with 1.9M reactions from patents (1976-2016). (1) Given the product [NH:21]1[CH:20]=[CH:19][N:18]=[C:17]1[C:10]1[C:11]2[C:12](=[N:13][CH:14]=[CH:15][CH:16]=2)[N:8]([CH2:7][C:6]([OH:22])=[O:5])[N:9]=1, predict the reactants needed to synthesize it. The reactants are: C([O:5][C:6](=[O:22])[CH2:7][N:8]1[C:12]2=[N:13][CH:14]=[CH:15][CH:16]=[C:11]2[C:10]([C:17]2[NH:18][CH:19]=[CH:20][N:21]=2)=[N:9]1)(C)(C)C. (2) Given the product [CH2:27]([O:26][C:24](=[O:25])[C:18]([NH:17][C:14](=[O:16])[CH3:15])([CH2:3][C:4]1[C:8]2=[N:9][CH:10]=[CH:11][CH:12]=[C:7]2[NH:6][CH:5]=1)[C:19]([O:21][CH2:22][CH3:23])=[O:20])[CH3:28], predict the reactants needed to synthesize it. The reactants are: CN(C)[CH2:3][C:4]1[C:8]2=[N:9][CH:10]=[CH:11][CH:12]=[C:7]2[NH:6][CH:5]=1.[C:14]([NH:17][CH:18]([C:24]([O:26][CH2:27][CH3:28])=[O:25])[C:19]([O:21][CH2:22][CH3:23])=[O:20])(=[O:16])[CH3:15].[OH-].[Na+]. (3) Given the product [CH:1]([C:4]1[CH:5]=[CH:6][C:7]([C:10]2[NH:14][C:13]([C:15]3[CH:16]=[C:17]([CH:22]=[CH:23][CH:24]=3)[C:18]([OH:20])=[O:19])=[CH:12][N:11]=2)=[CH:8][CH:9]=1)([CH3:3])[CH3:2], predict the reactants needed to synthesize it. The reactants are: [CH:1]([C:4]1[CH:9]=[CH:8][C:7]([C:10]2[NH:14][C:13]([C:15]3[CH:16]=[C:17]([CH:22]=[CH:23][CH:24]=3)[C:18]([O:20]C)=[O:19])=[CH:12][N:11]=2)=[CH:6][CH:5]=1)([CH3:3])[CH3:2].O[Li].O.C(O)(=O)C. (4) Given the product [C:27]([C:26]1[CH:29]=[CH:30][C:23]([N:21]2[CH:4]([CH:1]3[CH2:2][CH2:3]3)[CH:5]3[CH2:6][O:7][C:8]4[CH:9]=[C:10]([C:16]([OH:18])=[O:17])[CH:11]=[CH:12][C:13]=4[C:14]3=[N:22]2)=[CH:24][C:25]=1[CH3:31])#[N:28], predict the reactants needed to synthesize it. The reactants are: [CH:1]1([CH:4]=[C:5]2[C:14](=O)[C:13]3[C:8](=[CH:9][C:10]([C:16]([O:18]C)=[O:17])=[CH:11][CH:12]=3)[O:7][CH2:6]2)[CH2:3][CH2:2]1.Cl.[NH:21]([C:23]1[CH:30]=[CH:29][C:26]([C:27]#[N:28])=[C:25]([CH3:31])[CH:24]=1)[NH2:22]. (5) Given the product [C:9](/[C:11](/[CH3:2])=[CH:12]/[C:13]1[CH:14]=[C:15]([CH:20]=[CH:21][CH:22]=1)[C:16]([O:18][CH3:19])=[O:17])#[N:10], predict the reactants needed to synthesize it. The reactants are: [I-].[CH3:2][S+](C)(C)=O.[H-].[Na+].[C:9](/[CH:11]=[CH:12]/[C:13]1[CH:14]=[C:15]([CH:20]=[CH:21][CH:22]=1)[C:16]([O:18][CH3:19])=[O:17])#[N:10].[Cl-].[NH4+]. (6) Given the product [C:23]1([C:16]2([C:17]3[CH:18]=[CH:19][CH:20]=[CH:21][CH:22]=3)[CH:10]3[CH2:9][NH:8][CH2:13][CH2:12][N:11]3[C:14](=[O:29])[O:15]2)[CH:28]=[CH:27][CH:26]=[CH:25][CH:24]=1, predict the reactants needed to synthesize it. The reactants are: CC(OC([N:8]1[CH2:13][CH2:12][N:11]2[C:14](=[O:29])[O:15][C:16]([C:23]3[CH:28]=[CH:27][CH:26]=[CH:25][CH:24]=3)([C:17]3[CH:22]=[CH:21][CH:20]=[CH:19][CH:18]=3)[CH:10]2[CH2:9]1)=O)(C)C.FC(F)(F)C(O)=O. (7) Given the product [C:1]1([C:21]2[CH:26]=[CH:25][CH:24]=[CH:23][CH:22]=2)[CH:2]=[CH:3][C:4]([CH:7]([C:9]2[CH2:14][CH2:13][N:12]([C:15]3[N:16]=[CH:17][CH:18]=[CH:19][N:20]=3)[CH2:11][CH:10]=2)[OH:8])=[CH:5][CH:6]=1, predict the reactants needed to synthesize it. The reactants are: [C:1]1([C:21]2[CH:26]=[CH:25][CH:24]=[CH:23][CH:22]=2)[CH:6]=[CH:5][C:4]([C:7]([C:9]2[CH2:10][CH2:11][N:12]([C:15]3[N:20]=[CH:19][CH:18]=[CH:17][N:16]=3)[CH2:13][CH:14]=2)=[O:8])=[CH:3][CH:2]=1.[BH4-].[Na+].